Task: Predict the product of the given reaction.. Dataset: Forward reaction prediction with 1.9M reactions from USPTO patents (1976-2016) (1) Given the reactants [CH2:1]([O:8][C:9]1[CH:14]=[CH:13][C:12]([C@H:15]2[N:18]([C:19]3[CH:24]=[CH:23][C:22]([F:25])=[CH:21][CH:20]=3)[C:17](=[O:26])[C@@H:16]2[CH2:27][CH2:28][C:29]([C:31]2[CH:36]=[CH:35][C:34]([F:37])=[CH:33][CH:32]=2)=[O:30])=[CH:11][CH:10]=1)[C:2]1[CH:7]=[CH:6][CH:5]=[CH:4][CH:3]=1.B1(C)OC(C2C=CC=CC=2)(C2C=CC=CC=2)[C@@H]2N1CCC2.CO.Cl, predict the reaction product. The product is: [CH2:1]([O:8][C:9]1[CH:10]=[CH:11][C:12]([C@H:15]2[N:18]([C:19]3[CH:24]=[CH:23][C:22]([F:25])=[CH:21][CH:20]=3)[C:17](=[O:26])[C@@H:16]2[CH2:27][CH2:28][C@@H:29]([C:31]2[CH:36]=[CH:35][C:34]([F:37])=[CH:33][CH:32]=2)[OH:30])=[CH:13][CH:14]=1)[C:2]1[CH:3]=[CH:4][CH:5]=[CH:6][CH:7]=1. (2) Given the reactants Br[C:2]1[N:3]([C:16]2[CH:21]=[CH:20][CH:19]=[C:18]([F:22])[CH:17]=2)[C:4]([C:8]2[C:13]([F:14])=[CH:12][CH:11]=[CH:10][C:9]=2[F:15])=[C:5]([Cl:7])[N:6]=1.[C:23]([Si:25]([CH3:28])([CH3:27])[CH3:26])#[CH:24], predict the reaction product. The product is: [Cl:7][C:5]1[N:6]=[C:2]([C:24]#[C:23][Si:25]([CH3:28])([CH3:27])[CH3:26])[N:3]([C:16]2[CH:21]=[CH:20][CH:19]=[C:18]([F:22])[CH:17]=2)[C:4]=1[C:8]1[C:13]([F:14])=[CH:12][CH:11]=[CH:10][C:9]=1[F:15].